From a dataset of Forward reaction prediction with 1.9M reactions from USPTO patents (1976-2016). Predict the product of the given reaction. (1) Given the reactants [I-].C[N+:3](C)(C)N.CC(C)([O-])C.[K+].[Br:13][C:14]1[CH:19]=[C:18]([Cl:20])[CH:17]=[C:16]([O:21][C:22]2[C:27]([N+:28]([O-:30])=[O:29])=[CH:26][CH:25]=[CH:24][C:23]=2[Cl:31])[C:15]=1[Cl:32], predict the reaction product. The product is: [Br:13][C:14]1[C:15]([Cl:32])=[C:16]([CH:17]=[C:18]([Cl:20])[CH:19]=1)[O:21][C:22]1[C:27]([N+:28]([O-:30])=[O:29])=[C:26]([CH:25]=[CH:24][C:23]=1[Cl:31])[NH2:3]. (2) Given the reactants Br[C:2]1[CH:7]=[C:6]([C:8]([CH3:11])([CH3:10])[CH3:9])[C:5]([N+:12]([O-:14])=[O:13])=[CH:4][C:3]=1[NH2:15].CCN(CC)CC.[CH3:23][Si:24]([C:27]#[CH:28])([CH3:26])[CH3:25], predict the reaction product. The product is: [C:8]([C:6]1[C:5]([N+:12]([O-:14])=[O:13])=[CH:4][C:3]([NH:15][C:28]#[C:27][Si:24]([CH3:26])([CH3:25])[CH3:23])=[CH:2][CH:7]=1)([CH3:11])([CH3:10])[CH3:9]. (3) Given the reactants [F:1][C:2]1[CH:7]=[CH:6][C:5]([C:8]2[S:12][C:11]3[CH:13]=[C:14]([O:17][CH3:18])[CH:15]=[CH:16][C:10]=3[C:9]=2[O:19][C:20]2[CH:25]=[CH:24][C:23](/[CH:26]=[CH:27]/[C:28]([OH:30])=O)=[CH:22][CH:21]=2)=[C:4]([CH3:31])[CH:3]=1.[C:32]([NH:35][NH2:36])(=O)[CH3:33].O=P(Cl)(Cl)Cl, predict the reaction product. The product is: [F:1][C:2]1[CH:7]=[CH:6][C:5]([C:8]2[S:12][C:11]3[CH:13]=[C:14]([O:17][CH3:18])[CH:15]=[CH:16][C:10]=3[C:9]=2[O:19][C:20]2[CH:21]=[CH:22][C:23](/[CH:26]=[CH:27]/[C:28]3[O:30][C:32]([CH3:33])=[N:35][N:36]=3)=[CH:24][CH:25]=2)=[C:4]([CH3:31])[CH:3]=1. (4) Given the reactants S(Cl)(Cl)=O.[O:5]=[C:6]1[NH:11][C@H:10]([C:12]([OH:14])=[O:13])[CH2:9][CH2:8][CH2:7]1.[CH3:15]O, predict the reaction product. The product is: [O:5]=[C:6]1[NH:11][C@H:10]([C:12]([O:14][CH3:15])=[O:13])[CH2:9][CH2:8][CH2:7]1. (5) Given the reactants [F:1][C:2]([F:15])([F:14])[S:3]([O:6]S(C(F)(F)F)(=O)=O)(=[O:5])=[O:4].[CH3:16][O:17][C:18]([C:20]1[C:29]2[C:24](=[CH:25][CH:26]=[C:27]([O:30][CH3:31])[CH:28]=2)[N:23]=[CH:22][C:21]=1O)=[O:19].C(N(CC)CC)C.C(OCC)(=O)C, predict the reaction product. The product is: [CH3:16][O:17][C:18]([C:20]1[C:29]2[C:24](=[CH:25][CH:26]=[C:27]([O:30][CH3:31])[CH:28]=2)[N:23]=[CH:22][C:21]=1[O:6][S:3]([C:2]([F:15])([F:14])[F:1])(=[O:5])=[O:4])=[O:19]. (6) Given the reactants [C:1]1([C:7]2S[CH:9]=[C:10]([C:12]3[CH:13]=[CH:14][C:15]4[O:20][CH2:19][C:18](=[O:21])[NH:17][C:16]=4[CH:22]=3)[N:11]=2)[CH:6]=[CH:5][CH:4]=[CH:3][CH:2]=1.C[O:24]C1C=CC(P2(SP(C3C=CC(OC)=CC=3)(=S)S2)=S)=CC=1, predict the reaction product. The product is: [C:1]1([C:7]2[O:24][CH:9]=[C:10]([C:12]3[CH:13]=[CH:14][C:15]4[O:20][CH2:19][C:18](=[O:21])[NH:17][C:16]=4[CH:22]=3)[N:11]=2)[CH:6]=[CH:5][CH:4]=[CH:3][CH:2]=1. (7) The product is: [Cl:13][C:14]1[CH:22]=[CH:21][CH:20]=[CH:19][C:15]=1[C:16]([N:2]([CH3:1])[CH2:3][CH2:4][C:5]#[C:6][C:7]1[CH:12]=[CH:11][CH:10]=[CH:9][N:8]=1)=[O:17]. Given the reactants [CH3:1][NH:2][CH2:3][CH2:4][C:5]#[C:6][C:7]1[CH:12]=[CH:11][CH:10]=[CH:9][N:8]=1.[Cl:13][C:14]1[CH:22]=[CH:21][CH:20]=[CH:19][C:15]=1[C:16](Cl)=[O:17], predict the reaction product. (8) Given the reactants [OH:1][CH2:2][C:3]1[CH:4]=[C:5]([CH:9]=[C:10]([O:12][C@@H:13]([CH3:17])[CH2:14][O:15][CH3:16])[CH:11]=1)[C:6]([OH:8])=[O:7].N1C=CC=CC=1.[C:24](Cl)(=[O:26])[CH3:25].O, predict the reaction product. The product is: [C:24]([O:1][CH2:2][C:3]1[CH:4]=[C:5]([CH:9]=[C:10]([O:12][C@@H:13]([CH3:17])[CH2:14][O:15][CH3:16])[CH:11]=1)[C:6]([OH:8])=[O:7])(=[O:26])[CH3:25].